Dataset: Full USPTO retrosynthesis dataset with 1.9M reactions from patents (1976-2016). Task: Predict the reactants needed to synthesize the given product. (1) Given the product [CH:38]1([NH:37][C:35]([NH:34][C:31]2[CH:32]=[CH:33][C:28]([O:27][C:24]3[CH:23]=[CH:22][N:21]=[C:20]4[CH:19]=[C:18]([C:15]5[CH:14]=[CH:13][C:12]([CH2:11][N:4]6[CH2:5][CH2:6][N:2]([CH3:1])[C:3]6=[O:7])=[CH:17][N:16]=5)[S:26][C:25]=34)=[C:29]([F:41])[CH:30]=2)=[O:36])[CH2:39][CH2:40]1, predict the reactants needed to synthesize it. The reactants are: [CH3:1][N:2]1[CH2:6][CH2:5][NH:4][C:3]1=[O:7].[H-].[Na+].Cl[CH2:11][C:12]1[CH:13]=[CH:14][C:15]([C:18]2[S:26][C:25]3[C:20](=[N:21][CH:22]=[CH:23][C:24]=3[O:27][C:28]3[CH:33]=[CH:32][C:31]([NH:34][C:35]([NH:37][CH:38]4[CH2:40][CH2:39]4)=[O:36])=[CH:30][C:29]=3[F:41])[CH:19]=2)=[N:16][CH:17]=1.O. (2) Given the product [Br:1][C:2]1[CH:9]=[CH:8][C:7]([F:10])=[CH:6][C:3]=1[CH2:4][OH:12], predict the reactants needed to synthesize it. The reactants are: [Br:1][C:2]1[CH:9]=[CH:8][C:7]([F:10])=[CH:6][C:3]=1[CH2:4]Br.C([O-])([O-])=[O:12].[Ca+2]. (3) Given the product [Si:34]([O:33][CH2:32][CH2:31][CH2:30][N:19]1[C:20]2[C:10]3[O:9][CH:8]([C:5]4[CH:6]=[CH:7][C:2]([F:1])=[CH:3][CH:4]=4)[CH2:13][CH2:12][C:11]=3[C:14]([C:22]([N:24]([CH3:25])[CH3:26])=[O:23])=[CH:15][C:16]=2[N:17]=[C:18]1[CH3:21])([C:37]([CH3:38])([CH3:39])[CH3:40])([CH3:36])[CH3:35], predict the reactants needed to synthesize it. The reactants are: [F:1][C:2]1[CH:7]=[CH:6][C:5]([CH:8]2[CH2:13][CH2:12][C:11]3[C:14]([C:22]([N:24]([CH3:26])[CH3:25])=[O:23])=[CH:15][C:16]4[NH:17][C:18]([CH3:21])=[N:19][C:20]=4[C:10]=3[O:9]2)=[CH:4][CH:3]=1.[H-].[Na+].Br[CH2:30][CH2:31][CH2:32][O:33][Si:34]([C:37]([CH3:40])([CH3:39])[CH3:38])([CH3:36])[CH3:35]. (4) Given the product [C:1]1([S:7]([N:10]2[C:14]3=[N:15][CH:16]=[CH:17][CH:18]=[C:13]3[CH:12]=[C:11]2[C:19]([C:37]2[CH:36]=[C:35]([CH3:44])[CH:40]=[CH:39][CH:38]=2)=[CH:20][CH:21]([CH3:23])[CH3:22])(=[O:8])=[O:9])[CH:2]=[CH:3][CH:4]=[CH:5][CH:6]=1, predict the reactants needed to synthesize it. The reactants are: [C:1]1([S:7]([N:10]2[C:14]3=[N:15][CH:16]=[CH:17][CH:18]=[C:13]3[CH:12]=[C:11]2[C:19](OS(C2C=CC(C)=CC=2)(=O)=O)=[CH:20][CH:21]([CH3:23])[CH3:22])(=[O:9])=[O:8])[CH:6]=[CH:5][CH:4]=[CH:3][CH:2]=1.[C:35]1([CH3:44])[CH:40]=[CH:39][CH:38]=[C:37](B(O)O)[CH:36]=1.C(=O)([O-])[O-].[Na+].[Na+]. (5) Given the product [N:8]1([C:5]2[CH:4]=[N:3][C:2]([CH:13]=[CH2:14])=[CH:7][N:6]=2)[CH:12]=[N:11][N:10]=[N:9]1, predict the reactants needed to synthesize it. The reactants are: Br[C:2]1[CH:7]=[N:6][C:5]([N:8]2[CH:12]=[N:11][N:10]=[N:9]2)=[CH:4][N:3]=1.[CH:13]([B-](F)(F)F)=[CH2:14].[K+]. (6) Given the product [CH:19]([O:22][C:23]1[CH:24]=[C:25]([CH:43]=[C:44]([C:46](=[O:54])[NH:47][C:48]2[CH:52]=[CH:51][N:50]([CH3:53])[N:49]=2)[CH:45]=1)[O:26][C:27]1[CH:28]=[CH:29][C:30]([C:33]2[O:37][N:36]=[C:35]([C:38]([N:2]([CH3:3])[CH3:1])=[O:40])[N:34]=2)=[N:31][CH:32]=1)([CH3:20])[CH3:21], predict the reactants needed to synthesize it. The reactants are: [CH3:1][NH:2][CH3:3].C1COCC1.[H-].C([Al+]CC(C)C)C(C)C.[CH:19]([O:22][C:23]1[CH:24]=[C:25]([CH:43]=[C:44]([C:46](=[O:54])[NH:47][C:48]2[CH:52]=[CH:51][N:50]([CH3:53])[N:49]=2)[CH:45]=1)[O:26][C:27]1[CH:28]=[CH:29][C:30]([C:33]2[O:37][N:36]=[C:35]([C:38]([O:40]CC)=O)[N:34]=2)=[N:31][CH:32]=1)([CH3:21])[CH3:20].S([O-])(O)(=O)=O.[K+].